This data is from Full USPTO retrosynthesis dataset with 1.9M reactions from patents (1976-2016). The task is: Predict the reactants needed to synthesize the given product. (1) The reactants are: Cl.[CH3:2][S:3]([C:6]1[CH:7]=[C:8]([CH:10]=[CH:11][CH:12]=1)[NH2:9])(=[O:5])=[O:4].[CH3:13][O:14][C:15]1[CH:20]=[CH:19][CH:18]=[CH:17][C:16]=1[C:21]1[CH:26]=[CH:25][N:24]=[C:23](NC2C=CC=C([N+]([O-])=O)C=2)[CH:22]=1. Given the product [CH3:13][O:14][C:15]1[CH:20]=[CH:19][CH:18]=[CH:17][C:16]=1[C:21]1[CH:26]=[CH:25][N:24]=[C:23]([NH:9][C:8]2[CH:10]=[CH:11][CH:12]=[C:6]([S:3]([CH3:2])(=[O:4])=[O:5])[CH:7]=2)[CH:22]=1, predict the reactants needed to synthesize it. (2) The reactants are: [C:1]12([CH2:11][NH:12][C:13](=[O:25])[C:14]3[C:19]([Cl:20])=[CH:18][N:17]=[C:16]([CH2:21][CH2:22][CH2:23][OH:24])[CH:15]=3)[CH2:10][CH:5]3[CH2:6][CH:7]([CH2:9][CH:3]([CH2:4]3)[CH2:2]1)[CH2:8]2.ClCCl.C(=O)(O)[O-].[Na+].S([O-])([O-])(=O)=S.[Na+].[Na+]. Given the product [C:1]12([CH2:11][NH:12][C:13](=[O:25])[C:14]3[C:19]([Cl:20])=[CH:18][N:17]=[C:16]([CH2:21][CH2:22][CH:23]=[O:24])[CH:15]=3)[CH2:2][CH:3]3[CH2:4][CH:5]([CH2:6][CH:7]([CH2:9]3)[CH2:8]1)[CH2:10]2, predict the reactants needed to synthesize it. (3) The reactants are: [CH3:1][O:2][C:3]1[CH:4]=[C:5]([C:13]2[N:22]=[C:21]([C:23]([O:25]C)=[O:24])[C:20]3[C:15](=[CH:16][CH:17]=[CH:18][CH:19]=3)[N:14]=2)[CH:6]=[C:7]([O:11][CH3:12])[C:8]=1[O:9][CH3:10].[OH-].[Na+].Cl. Given the product [CH3:12][O:11][C:7]1[CH:6]=[C:5]([C:13]2[N:22]=[C:21]([C:23]([OH:25])=[O:24])[C:20]3[C:15](=[CH:16][CH:17]=[CH:18][CH:19]=3)[N:14]=2)[CH:4]=[C:3]([O:2][CH3:1])[C:8]=1[O:9][CH3:10], predict the reactants needed to synthesize it. (4) Given the product [F:1][C:2]1[CH:3]=[CH:4][C:5]([C:8]2[NH:13][C:12](=[O:14])[C:11]([OH:15])=[CH:10][N:9]=2)=[CH:6][CH:7]=1, predict the reactants needed to synthesize it. The reactants are: [F:1][C:2]1[CH:7]=[CH:6][C:5]([C:8]2[NH:13][C:12](=[O:14])[C:11]([O:15]C)=[CH:10][N:9]=2)=[CH:4][CH:3]=1.C(Cl)Cl.B(Br)(Br)Br. (5) The reactants are: Cl[C:2]1[N:11]=[C:10]([NH:12][CH2:13][C:14]2[CH:19]=[CH:18][C:17]([NH:20][C:21](=[O:29])[C:22]3[CH:27]=[CH:26][C:25]([F:28])=[CH:24][CH:23]=3)=[CH:16][CH:15]=2)[C:9]2[C:4](=[CH:5][CH:6]=[CH:7][CH:8]=2)[N:3]=1.[CH2:30]([NH2:36])[C:31]1[O:35][CH:34]=[CH:33][CH:32]=1. Given the product [F:28][C:25]1[CH:26]=[CH:27][C:22]([C:21]([NH:20][C:17]2[CH:18]=[CH:19][C:14]([CH2:13][NH:12][C:10]3[C:9]4[C:4](=[CH:5][CH:6]=[CH:7][CH:8]=4)[N:3]=[C:2]([NH:36][CH2:30][C:31]4[O:35][CH:34]=[CH:33][CH:32]=4)[N:11]=3)=[CH:15][CH:16]=2)=[O:29])=[CH:23][CH:24]=1, predict the reactants needed to synthesize it.